Dataset: Forward reaction prediction with 1.9M reactions from USPTO patents (1976-2016). Task: Predict the product of the given reaction. (1) Given the reactants [N+:1]([C:4]1[CH:9]=[CH:8][CH:7]=[CH:6][C:5]=1[C:10]1[O:11][C:12]([C:15]2[CH:20]=[CH:19][CH:18]=[CH:17][CH:16]=2)=[CH:13][N:14]=1)([O-])=O, predict the reaction product. The product is: [C:15]1([C:12]2[O:11][C:10]([C:5]3[CH:6]=[CH:7][CH:8]=[CH:9][C:4]=3[NH2:1])=[N:14][CH:13]=2)[CH:16]=[CH:17][CH:18]=[CH:19][CH:20]=1. (2) The product is: [C:18]([N:1]1[CH2:6][CH2:5][C@H:4]([C:7]([OH:9])=[O:8])[C@H:3]([C:10]([OH:12])=[O:11])[CH2:2]1)([O:17][C:14]([CH3:16])([CH3:15])[CH3:13])=[O:19]. Given the reactants [N:1]1[CH:6]=[CH:5][C:4]([C:7]([OH:9])=[O:8])=[C:3]([C:10]([OH:12])=[O:11])[CH:2]=1.[CH3:13][C:14]([O:17][C:18](O[C:18]([O:17][C:14]([CH3:16])([CH3:15])[CH3:13])=[O:19])=[O:19])([CH3:16])[CH3:15].[OH-].[Na+], predict the reaction product. (3) Given the reactants Br[C:2]1[C:7]([CH:8]([CH3:10])[CH3:9])=[C:6]([O:11]C)[N:5]=[C:4]([CH3:13])[C:3]=1[CH2:14][CH:15]1[CH2:17][CH2:16]1.C1(S)C=CC=CC=1.C(Br)(=[O:27])C, predict the reaction product. The product is: [CH:15]1([CH2:14][C:3]2[C:2]([OH:27])=[C:7]([CH:8]([CH3:10])[CH3:9])[C:6](=[O:11])[NH:5][C:4]=2[CH3:13])[CH2:17][CH2:16]1.